This data is from Full USPTO retrosynthesis dataset with 1.9M reactions from patents (1976-2016). The task is: Predict the reactants needed to synthesize the given product. The reactants are: [N:1]1[CH:6]=[CH:5][CH:4]=[CH:3][C:2]=1[CH2:7][CH2:8][N:9]1[CH2:14][CH2:13][N:12]([C:15]2[C:23]3[O:22][C:21]([C:24]([O-])=[O:25])=[CH:20][C:19]=3[CH:18]=[CH:17][CH:16]=2)[CH2:11][CH2:10]1.[Li+].[NH2:28][CH:29]1[CH2:34][CH2:33][N:32]([C:35](=[O:37])[CH3:36])[CH2:31][CH2:30]1. Given the product [C:35]([N:32]1[CH2:33][CH2:34][CH:29]([NH:28][C:24]([C:21]2[O:22][C:23]3[C:15]([N:12]4[CH2:13][CH2:14][N:9]([CH2:8][CH2:7][C:2]5[CH:3]=[CH:4][CH:5]=[CH:6][N:1]=5)[CH2:10][CH2:11]4)=[CH:16][CH:17]=[CH:18][C:19]=3[CH:20]=2)=[O:25])[CH2:30][CH2:31]1)(=[O:37])[CH3:36], predict the reactants needed to synthesize it.